Dataset: Peptide-MHC class I binding affinity with 185,985 pairs from IEDB/IMGT. Task: Regression. Given a peptide amino acid sequence and an MHC pseudo amino acid sequence, predict their binding affinity value. This is MHC class I binding data. (1) The peptide sequence is WFFNNYLRK. The MHC is HLA-A31:01 with pseudo-sequence YTAMYQENVAHIDVDTLYIMYQDYTWAVLAYTWY. The binding affinity (normalized) is 0.236. (2) The MHC is HLA-A02:06 with pseudo-sequence HLA-A02:06. The binding affinity (normalized) is 0.675. The peptide sequence is RTLLGLILFV. (3) The peptide sequence is GQFDSMLAK. The MHC is HLA-A11:01 with pseudo-sequence HLA-A11:01. The binding affinity (normalized) is 0.838. (4) The peptide sequence is ATFSRPGSL. The MHC is HLA-A11:01 with pseudo-sequence HLA-A11:01. The binding affinity (normalized) is 0.0380.